From a dataset of Catalyst prediction with 721,799 reactions and 888 catalyst types from USPTO. Predict which catalyst facilitates the given reaction. (1) Reactant: [CH3:1][N:2]([CH2:4][CH:5]([C:14]1([OH:20])[CH2:19][CH2:18][CH2:17][CH2:16][CH2:15]1)[C:6]1[CH:7]=[CH:8][C:9]([O:12][CH3:13])=[CH:10][CH:11]=1)[CH3:3].Cl. Product: [CH3:1][N:2]([CH2:4][CH:5]([C:14]1([OH:20])[CH2:19][CH2:18][CH2:17][CH2:16][CH2:15]1)[C:6]1[CH:7]=[CH:8][C:9]([O:12][CH3:13])=[CH:10][CH:11]=1)[CH3:3]. The catalyst class is: 8. (2) Reactant: C([Si](C)(C)[O:6][CH2:7][CH2:8][C:9]1[CH:14]=[CH:13][CH:12]=[C:11]([CH:15]2[CH2:18][O:17][CH2:16]2)[CH:10]=1)(C)(C)C.[F-].C([N+](CCCC)(CCCC)CCCC)CCC.C([O-])(O)=O.[Na+]. Product: [O:17]1[CH2:18][CH:15]([C:11]2[CH:10]=[C:9]([CH2:8][CH2:7][OH:6])[CH:14]=[CH:13][CH:12]=2)[CH2:16]1. The catalyst class is: 1.